The task is: Predict the reaction yield, written as a fraction of the theoretical maximum amount of product (1.0 means a 100% yield; for example, 0.34 means a 34% yield).. This data is from Reaction yield outcomes from USPTO patents with 853,638 reactions. (1) The reactants are [F:1][C:2]1[CH:3]=[C:4]([I:11])[CH:5]=[C:6]2[C:10]=1[NH:9][CH:8]=[CH:7]2.[C:12](O[C:12]([O:14][C:15]([CH3:18])([CH3:17])[CH3:16])=[O:13])([O:14][C:15]([CH3:18])([CH3:17])[CH3:16])=[O:13]. The catalyst is CN(C1C=CN=CC=1)C.ClCCl. The product is [F:1][C:2]1[CH:3]=[C:4]([I:11])[CH:5]=[C:6]2[C:10]=1[N:9]([C:12]([O:14][C:15]([CH3:18])([CH3:17])[CH3:16])=[O:13])[CH:8]=[CH:7]2. The yield is 0.860. (2) The reactants are O[CH2:2][C:3]1[C:4]2[O:12][CH:11]=[CH:10][C:5]=2[C:6](=[O:9])O[CH:8]=1.[C:13]([O-:16])(=[O:15])C.[NH4+:17].[C:18](O)(=O)C. The catalyst is C(OC(=O)C)C. The product is [O:9]=[C:6]1[C:5]2[CH:10]=[CH:11][O:12][C:4]=2[C:3]([CH2:2][C:13]([O:16][CH3:18])=[O:15])=[CH:8][NH:17]1. The yield is 0.420. (3) The reactants are [Cl:1][C:2]1[CH:3]=[CH:4][C:5]2[N:9]=[C:8]([S:10][CH2:11][C:12]3[CH:17]=[CH:16][C:15]([Cl:18])=[CH:14][CH:13]=3)[N:7]([C:19]3[CH:20]=[N:21][C:22]([O:25][CH3:26])=[CH:23][CH:24]=3)[C:6]=2[CH:27]=1.C(OCC)(=O)C.Cl. The catalyst is C(OCC)C. The product is [ClH:1].[Cl:1][C:2]1[CH:3]=[CH:4][C:5]2[N:9]=[C:8]([S:10][CH2:11][C:12]3[CH:13]=[CH:14][C:15]([Cl:18])=[CH:16][CH:17]=3)[N:7]([C:19]3[CH:20]=[N:21][C:22]([O:25][CH3:26])=[CH:23][CH:24]=3)[C:6]=2[CH:27]=1. The yield is 0.550. (4) The yield is 0.700. The product is [CH:1]([C:3]1[CH:15]=[CH:14][C:6]([CH2:7][N:8]2[CH2:9][CH2:10][N:11]([CH2:17][C:18]([O:20][CH2:21][CH3:22])=[O:19])[CH2:12][CH2:13]2)=[CH:5][CH:4]=1)=[CH2:2]. The catalyst is C(Cl)(Cl)Cl. The reactants are [CH:1]([C:3]1[CH:15]=[CH:14][C:6]([CH2:7][N:8]2[CH2:13][CH2:12][NH:11][CH2:10][CH2:9]2)=[CH:5][CH:4]=1)=[CH2:2].Cl[CH2:17][C:18]([O:20][CH2:21][CH3:22])=[O:19].C([O-])(O)=O.[Na+].CC(C)=O. (5) The reactants are [CH3:1][O:2][CH2:3][CH2:4][CH2:5][NH:6][CH2:7][C:8]1[S:12][C:11](B(O)O)=[CH:10][CH:9]=1.Br[C:17]1[CH:18]=[C:19]2[C:23](=[C:24]([C:26]([NH2:28])=[O:27])[CH:25]=1)[NH:22][CH:21]=[C:20]2[CH:29]1[CH2:34][CH2:33][N:32]([S:35]([CH2:38][CH3:39])(=[O:37])=[O:36])[CH2:31][CH2:30]1.C([O-])([O-])=O.[K+].[K+]. The catalyst is C1C=CC([P]([Pd]([P](C2C=CC=CC=2)(C2C=CC=CC=2)C2C=CC=CC=2)([P](C2C=CC=CC=2)(C2C=CC=CC=2)C2C=CC=CC=2)[P](C2C=CC=CC=2)(C2C=CC=CC=2)C2C=CC=CC=2)(C2C=CC=CC=2)C2C=CC=CC=2)=CC=1. The product is [CH2:38]([S:35]([N:32]1[CH2:31][CH2:30][CH:29]([C:20]2[C:19]3[C:23](=[C:24]([C:26]([NH2:28])=[O:27])[CH:25]=[C:17]([C:11]4[S:12][C:8]([CH2:7][NH:6][CH2:5][CH2:4][CH2:3][O:2][CH3:1])=[CH:9][CH:10]=4)[CH:18]=3)[NH:22][CH:21]=2)[CH2:34][CH2:33]1)(=[O:37])=[O:36])[CH3:39]. The yield is 0.0900.